From a dataset of Full USPTO retrosynthesis dataset with 1.9M reactions from patents (1976-2016). Predict the reactants needed to synthesize the given product. (1) Given the product [CH3:19][O:18][C:16]([C:3]1[C:2]([B:24]2[O:28][C:27]([CH3:30])([CH3:29])[C:26]([CH3:32])([CH3:31])[O:25]2)=[CH:6][N:5]([CH2:7][C:8]2[CH:13]=[CH:12][C:11]([O:14][CH3:15])=[CH:10][CH:9]=2)[N:4]=1)=[O:17], predict the reactants needed to synthesize it. The reactants are: I[C:2]1[C:3]([C:16]([O:18][CH3:19])=[O:17])=[N:4][N:5]([CH2:7][C:8]2[CH:13]=[CH:12][C:11]([O:14][CH3:15])=[CH:10][CH:9]=2)[CH:6]=1.C(O[B:24]1[O:28][C:27]([CH3:30])([CH3:29])[C:26]([CH3:32])([CH3:31])[O:25]1)(C)C.[Li]C. (2) The reactants are: C(NC(C)C)(C)C.C([Li])CCC.[Br:13][C:14]1[CH:19]=[CH:18][CH:17]=[C:16]([F:20])[CH:15]=1.CN(C)[CH:23]=[O:24]. Given the product [Br:13][C:14]1[CH:19]=[CH:18][CH:17]=[C:16]([F:20])[C:15]=1[CH:23]=[O:24], predict the reactants needed to synthesize it. (3) Given the product [F:31][C:26]1[CH:27]=[CH:28][CH:29]=[CH:30][C:25]=1[O:24][C:23]1[C:9]([OH:8])=[CH:10][C:11]2[NH:15][C:14]([C:16]3[CH:21]=[N:20][CH:19]=[CH:18][N:17]=3)=[N:13][C:12]=2[CH:22]=1, predict the reactants needed to synthesize it. The reactants are: C([O:8][C:9]1[C:23]([O:24][C:25]2[CH:30]=[CH:29][CH:28]=[CH:27][C:26]=2[F:31])=[CH:22][C:12]2[NH:13][C:14]([C:16]3[CH:21]=[N:20][CH:19]=[CH:18][N:17]=3)=[N:15][C:11]=2[CH:10]=1)C1C=CC=CC=1.[H][H]. (4) Given the product [Br:11][C:9]1[CH:8]=[N:7][C:6]2=[C:2]([NH:12][CH:13]3[CH2:18][CH2:17][O:16][CH2:15][CH2:14]3)[S:3][N:4]=[C:5]2[CH:10]=1, predict the reactants needed to synthesize it. The reactants are: Br[C:2]1[S:3][N:4]=[C:5]2[CH:10]=[C:9]([Br:11])[CH:8]=[N:7][C:6]=12.[NH2:12][C:13]1[CH:18]=[CH:17][O:16][CH2:15][CH:14]=1. (5) Given the product [C:7]1([C@@H:13]2[O:5][C@H:14]2[CH2:15][OH:16])[CH:12]=[CH:11][CH:10]=[CH:9][CH:8]=1, predict the reactants needed to synthesize it. The reactants are: C([O:5]O)(C)(C)C.[C:7]1(/[CH:13]=[CH:14]/[CH2:15][OH:16])[CH:12]=[CH:11][CH:10]=[CH:9][CH:8]=1. (6) The reactants are: [Cl:1][C:2]1[C:3]([O:9][C:10]2[CH:15]=[C:14]([O:16][CH2:17][CH2:18][CH2:19][O:20][CH3:21])[CH:13]=[CH:12][C:11]=2/[CH:22]=[C:23](\[CH3:27])/[C:24]([OH:26])=O)=[N:4][CH:5]=[C:6]([Cl:8])[CH:7]=1.CC1C=CC=C([N+]([O-])=O)C=1C(OC(=O)C1C([N+]([O-])=O)=CC=CC=1C)=O.[CH2:53]([S:58]([NH2:61])(=[O:60])=[O:59])[CH2:54][CH2:55][CH2:56][CH3:57].[Cl-].[NH4+]. Given the product [Cl:1][C:2]1[C:3]([O:9][C:10]2[CH:15]=[C:14]([O:16][CH2:17][CH2:18][CH2:19][O:20][CH3:21])[CH:13]=[CH:12][C:11]=2/[CH:22]=[C:23](\[CH3:27])/[C:24]([NH:61][S:58]([CH2:53][CH2:54][CH2:55][CH2:56][CH3:57])(=[O:60])=[O:59])=[O:26])=[N:4][CH:5]=[C:6]([Cl:8])[CH:7]=1, predict the reactants needed to synthesize it.